Dataset: M1 muscarinic receptor antagonist screen with 61,756 compounds. Task: Binary Classification. Given a drug SMILES string, predict its activity (active/inactive) in a high-throughput screening assay against a specified biological target. (1) The molecule is O=C(N1CCN(CC1)C(=O)C1CCCNC1=O)C1CCCNC1=O. The result is 0 (inactive). (2) The molecule is S(=O)(=O)(N1CC(CCC1)C(=O)NCCc1ccc(cc1)C)c1[nH]cnc1. The result is 0 (inactive). (3) The compound is s1c2c(CCCCC2)c2NC(=O)CCCc12. The result is 0 (inactive). (4) The drug is N1(CCN(CC1)C)c1[nH]c2c(n1)ccc(c2)C. The result is 0 (inactive). (5) The compound is O=c1n([nH]c(=O)c2c1cccc2)CC(=O)Nc1cc(c2n3CCCCCc3nn2)ccc1. The result is 0 (inactive). (6) The drug is O1C23C(C(C1C=C3)C(OC)=O)C(=O)N(C2)CC1OCCC1. The result is 0 (inactive). (7) The molecule is O(c1c(OCC)cc(cc1OCC)C(=O)Nc1nccnc1)CC. The result is 0 (inactive).